This data is from Forward reaction prediction with 1.9M reactions from USPTO patents (1976-2016). The task is: Predict the product of the given reaction. (1) Given the reactants Cl.CN.[B-](F)(F)(F)F.CCOC([C:14](C#N)=[N:15]OC(N(C)C)=[N+](C)C)=O.CCN(C(C)C)C(C)C.[CH3:35][O:36][C:37]1[C:38]([CH3:62])=[C:39]([C:46]([C:48]2[CH:49]=[C:50]3[C:55](=[CH:56][CH:57]=2)[NH:54][CH:53]=[C:52]([C:58]([OH:60])=O)[C:51]3=[O:61])=[O:47])[N:40]2[C:45]=1[CH:44]=[CH:43][CH:42]=[CH:41]2.Cl, predict the reaction product. The product is: [CH3:35][O:36][C:37]1[C:38]([CH3:62])=[C:39]([C:46]([C:48]2[CH:49]=[C:50]3[C:55](=[CH:56][CH:57]=2)[NH:54][CH:53]=[C:52]([C:58]([NH:15][CH3:14])=[O:60])[C:51]3=[O:61])=[O:47])[N:40]2[C:45]=1[CH:44]=[CH:43][CH:42]=[CH:41]2. (2) Given the reactants [NH2:1][OH:2].[Br:3][C:4]1[CH:5]=[C:6]([CH3:13])[C:7]([OH:12])=[C:8]([CH:11]=1)[CH:9]=O, predict the reaction product. The product is: [Br:3][C:4]1[CH:5]=[C:6]([CH3:13])[C:7]([OH:12])=[C:8]([CH:11]=1)/[CH:9]=[N:1]\[OH:2]. (3) Given the reactants [CH3:1][C:2]1[CH:3]=[CH:4][CH:5]=[C:6]2[C:11]=1[C:10]([CH2:12]O)=[CH:9][CH:8]=[CH:7]2.S(Cl)([Cl:16])=O, predict the reaction product. The product is: [Cl:16][CH2:12][C:10]1[C:11]2[C:6](=[CH:5][CH:4]=[CH:3][C:2]=2[CH3:1])[CH:7]=[CH:8][CH:9]=1. (4) Given the reactants [CH3:1][O:2][C:3]([C:5]1[N:6]([CH2:25][C:26]2[CH:31]=[CH:30][CH:29]=[CH:28][CH:27]=2)[C:7](=[O:24])[C:8]2[C:13]([C:14]=1OS(C(F)(F)F)(=O)=O)=[CH:12][C:11]([Cl:23])=[CH:10][CH:9]=2)=[O:4].C(=O)([O-])[O-].[Na+].[Na+].[F:38][C:39]1[CH:44]=[CH:43][C:42](B(O)O)=[CH:41][CH:40]=1.C1(C)C=CC=CC=1, predict the reaction product. The product is: [CH3:1][O:2][C:3]([C:5]1[N:6]([CH2:25][C:26]2[CH:31]=[CH:30][CH:29]=[CH:28][CH:27]=2)[C:7](=[O:24])[C:8]2[C:13]([C:14]=1[C:42]1[CH:43]=[CH:44][C:39]([F:38])=[CH:40][CH:41]=1)=[CH:12][C:11]([Cl:23])=[CH:10][CH:9]=2)=[O:4]. (5) Given the reactants [Cl:1][C:2]1[CH:7]=[CH:6][N:5]=[CH:4][C:3]=1[NH2:8].[NH2:9][C:10]1[C:11]([C:25](O)=[O:26])=[N:12][C:13]([C:17]2[C:22]([F:23])=[CH:21][CH:20]=[CH:19][C:18]=2[F:24])=[C:14]([F:16])[CH:15]=1.C1C=NC2N(O)N=NC=2C=1.CCN=C=NCCCN(C)C.Cl, predict the reaction product. The product is: [NH2:9][C:10]1[C:11]([C:25]([NH:8][C:3]2[CH:4]=[N:5][CH:6]=[CH:7][C:2]=2[Cl:1])=[O:26])=[N:12][C:13]([C:17]2[C:18]([F:24])=[CH:19][CH:20]=[CH:21][C:22]=2[F:23])=[C:14]([F:16])[CH:15]=1.